From a dataset of Reaction yield outcomes from USPTO patents with 853,638 reactions. Predict the reaction yield, written as a fraction of the theoretical maximum amount of product (1.0 means a 100% yield; for example, 0.34 means a 34% yield). (1) The reactants are [F:1][C:2]([F:20])([C:8]1[CH:13]=[CH:12][CH:11]=[C:10]([N:14]2[CH2:19][CH2:18][O:17][CH2:16][CH2:15]2)[CH:9]=1)[C:3]([O:5]CC)=[O:4].O.[OH-].[Li+]. The catalyst is O1CCCC1CO.O. The product is [F:20][C:2]([F:1])([C:8]1[CH:13]=[CH:12][CH:11]=[C:10]([N:14]2[CH2:19][CH2:18][O:17][CH2:16][CH2:15]2)[CH:9]=1)[C:3]([OH:5])=[O:4]. The yield is 0.870. (2) The reactants are [H-].[Na+].[N:3]1[CH:8]=[CH:7][CH:6]=[C:5]([CH2:9][OH:10])[CH:4]=1.[CH:11]([CH:14]1[C:19]2[N:20]=[CH:21][NH:22][C:18]=2[CH2:17][CH2:16][N:15]1[C:23](OCC(Cl)(Cl)Cl)=[O:24])([CH3:13])[CH3:12]. The catalyst is C1COCC1. The product is [CH:11]([CH:14]1[C:19]2[N:20]=[CH:21][NH:22][C:18]=2[CH2:17][CH2:16][N:15]1[C:23]([O:10][CH2:9][C:5]1[CH:4]=[N:3][CH:8]=[CH:7][CH:6]=1)=[O:24])([CH3:13])[CH3:12]. The yield is 0.0380. (3) The reactants are Br.[N+:2]([C:5]1[CH:10]=[CH:9][C:8]([CH2:11][C@@H:12]([C:14]2[N:15]=[C:16]([C:19]3[S:20][CH:21]=[CH:22][CH:23]=3)[S:17][CH:18]=2)[NH2:13])=[CH:7][CH:6]=1)([O-:4])=[O:3].CCN(CC)CC.[CH2:31]([N:38]=[C:39]=[O:40])[C:32]1[CH:37]=[CH:36][CH:35]=[CH:34][CH:33]=1. The catalyst is C(Cl)Cl. The product is [CH2:31]([NH:38][C:39]([NH:13][C@H:12]([C:14]1[N:15]=[C:16]([C:19]2[S:20][CH:21]=[CH:22][CH:23]=2)[S:17][CH:18]=1)[CH2:11][C:8]1[CH:7]=[CH:6][C:5]([N+:2]([O-:4])=[O:3])=[CH:10][CH:9]=1)=[O:40])[C:32]1[CH:37]=[CH:36][CH:35]=[CH:34][CH:33]=1. The yield is 0.960. (4) The product is [Cl:1][C:2]1[N:7]=[CH:6][C:5]([CH:8]2[CH2:12][N:11]3[C:10]([NH:13][N:17]4[C:18]([CH:25]([CH3:27])[CH3:26])=[N:19][CH:20]=[C:21]4[C:22]3=[O:23])=[N:9]2)=[CH:4][CH:3]=1. The reactants are [Cl:1][C:2]1[N:7]=[CH:6][C:5]([CH:8]2[CH2:12][NH:11][C:10]([N:13](C)C)=[N:9]2)=[CH:4][CH:3]=1.N[N:17]1[C:21]([C:22](O)=[O:23])=[CH:20][N:19]=[C:18]1[CH:25]([CH3:27])[CH3:26].CN(C(ON1N=NC2C=CC=NC1=2)=[N+](C)C)C.F[P-](F)(F)(F)(F)F.CCN(C(C)C)C(C)C. The catalyst is CN(C=O)C. The yield is 0.0200. (5) The reactants are [CH2:1](Br)[C:2]1[CH:7]=[CH:6][CH:5]=[CH:4][CH:3]=1.[Cl:9][C:10]1[CH:15]=[CH:14][C:13]([OH:16])=[CH:12][C:11]=1[N+:17]([O-:19])=[O:18].C([O-])([O-])=O.[Na+].[Na+].O. The catalyst is CN(C=O)C. The product is [CH2:1]([O:16][C:13]1[CH:14]=[CH:15][C:10]([Cl:9])=[C:11]([N+:17]([O-:19])=[O:18])[CH:12]=1)[C:2]1[CH:7]=[CH:6][CH:5]=[CH:4][CH:3]=1. The yield is 0.940. (6) The reactants are [F:1][C:2]1[CH:3]=[C:4]([NH:22][C:23]([C:25]2[C:26](=[O:38])[N:27]([C:32]3[CH:37]=[CH:36][CH:35]=[CH:34][CH:33]=3)[N:28]([CH3:31])[C:29]=2[CH3:30])=[O:24])[CH:5]=[CH:6][C:7]=1[O:8][C:9]1[C:18]2[C:13](=[CH:14][C:15]([OH:21])=[C:16]([O:19][CH3:20])[CH:17]=2)[N:12]=[CH:11][CH:10]=1.C([O-])([O-])=O.[Cs+].[Cs+].[CH3:45][C:46]1([O:49][CH2:48]1)[CH3:47]. The catalyst is CN(C=O)C.CC(O)(C)C. The product is [F:1][C:2]1[CH:3]=[C:4]([NH:22][C:23]([C:25]2[C:26](=[O:38])[N:27]([C:32]3[CH:37]=[CH:36][CH:35]=[CH:34][CH:33]=3)[N:28]([CH3:31])[C:29]=2[CH3:30])=[O:24])[CH:5]=[CH:6][C:7]=1[O:8][C:9]1[C:18]2[C:13](=[CH:14][C:15]([O:21][CH2:45][C:46]([OH:49])([CH3:48])[CH3:47])=[C:16]([O:19][CH3:20])[CH:17]=2)[N:12]=[CH:11][CH:10]=1. The yield is 0.400.